Dataset: Peptide-MHC class II binding affinity with 134,281 pairs from IEDB. Task: Regression. Given a peptide amino acid sequence and an MHC pseudo amino acid sequence, predict their binding affinity value. This is MHC class II binding data. (1) The peptide sequence is KPVSKMRMATPLLMQALP. The MHC is HLA-DQA10401-DQB10402 with pseudo-sequence HLA-DQA10401-DQB10402. The binding affinity (normalized) is 0.410. (2) The peptide sequence is SQPATGAATVAAGAA. The MHC is DRB1_0301 with pseudo-sequence DRB1_0301. The binding affinity (normalized) is 0. (3) The peptide sequence is YDKFLAIVSTVLTGK. The MHC is DRB1_1302 with pseudo-sequence DRB1_1302. The binding affinity (normalized) is 0.687.